Dataset: Full USPTO retrosynthesis dataset with 1.9M reactions from patents (1976-2016). Task: Predict the reactants needed to synthesize the given product. (1) Given the product [CH2:26]([O:27][C:2]1[CH:3]=[CH:4][C:5]2[N:6]([C:8]([CH2:11][C:12]3[CH:13]=[C:14]4[C:19](=[CH:20][CH:21]=3)[N:18]=[CH:17][CH:16]=[CH:15]4)=[CH:9][N:10]=2)[N:7]=1)[CH3:25], predict the reactants needed to synthesize it. The reactants are: Cl[C:2]1[CH:3]=[CH:4][C:5]2[N:6]([C:8]([CH2:11][C:12]3[CH:13]=[C:14]4[C:19](=[CH:20][CH:21]=3)[N:18]=[CH:17][CH:16]=[CH:15]4)=[CH:9][N:10]=2)[N:7]=1.[OH-].[Na+].Cl.[CH3:25][CH2:26][OH:27]. (2) Given the product [CH3:27][O:28][C:29](=[O:37])[C:30]1[CH:35]=[CH:34][C:33]([O:8][C:6]2[CH:5]=[CH:4][C:3]([CH:9]([CH3:26])[C:10]([C:16]3[CH:17]=[C:18]([CH3:25])[C:19]([C:20]#[N:21])=[C:22]([CH3:24])[CH:23]=3)([OH:15])[C:11]([F:14])([F:12])[F:13])=[C:2]([Cl:1])[CH:7]=2)=[N:32][CH:31]=1, predict the reactants needed to synthesize it. The reactants are: [Cl:1][C:2]1[CH:7]=[C:6]([OH:8])[CH:5]=[CH:4][C:3]=1[CH:9]([CH3:26])[C:10]([C:16]1[CH:23]=[C:22]([CH3:24])[C:19]([C:20]#[N:21])=[C:18]([CH3:25])[CH:17]=1)([OH:15])[C:11]([F:14])([F:13])[F:12].[CH3:27][O:28][C:29](=[O:37])[C:30]1[CH:35]=[CH:34][C:33](Cl)=[N:32][CH:31]=1.C(=O)([O-])[O-].[Cs+].[Cs+].O. (3) Given the product [CH3:1][O:12][C:11](=[O:13])[C:10]1[CH:14]=[CH:15][CH:16]=[C:8]([Br:7])[C:9]=1[CH3:17], predict the reactants needed to synthesize it. The reactants are: [C:1](=O)([O-])[O-].[K+].[K+].[Br:7][C:8]1[C:9]([CH3:17])=[C:10]([CH:14]=[CH:15][CH:16]=1)[C:11]([OH:13])=[O:12].IC.